This data is from Forward reaction prediction with 1.9M reactions from USPTO patents (1976-2016). The task is: Predict the product of the given reaction. (1) The product is: [Cl:1][C:2]1[N:7]=[C:6]([NH:11][CH2:9][CH3:10])[CH:5]=[CH:4][N:3]=1.[Cl:8][C:6]1[CH:5]=[CH:4][N:3]=[C:2]([NH:11][CH2:9][CH3:10])[N:7]=1. Given the reactants [Cl:1][C:2]1[N:7]=[C:6]([Cl:8])[CH:5]=[CH:4][N:3]=1.[CH2:9]([NH2:11])[CH3:10], predict the reaction product. (2) Given the reactants O.C1(C)C=CC(S(O)(=O)=O)=CC=1.[C:13]([C:17]1[CH:18]=[C:19]([C:27]2[CH:35]=[CH:34][CH:33]=[C:32]3[C:28]=2[CH2:29][CH:30]([CH2:37][C:38]2([CH3:44])[CH2:43][CH2:42][CH2:41][CH2:40][CH2:39]2)[CH:31]3O)[CH:20]=[C:21]([C:23]([CH3:26])([CH3:25])[CH3:24])[CH:22]=1)([CH3:16])([CH3:15])[CH3:14], predict the reaction product. The product is: [C:13]([C:17]1[CH:18]=[C:19]([C:27]2[CH:35]=[CH:34][CH:33]=[C:32]3[C:28]=2[CH2:29][C:30]([CH2:37][C:38]2([CH3:44])[CH2:43][CH2:42][CH2:41][CH2:40][CH2:39]2)=[CH:31]3)[CH:20]=[C:21]([C:23]([CH3:26])([CH3:25])[CH3:24])[CH:22]=1)([CH3:14])([CH3:15])[CH3:16]. (3) The product is: [CH3:1][O:2][C@H:3]1[C@@H:7]2[O:8][C:9]([CH3:12])([CH3:11])[O:10][C@@H:6]2[C@@H:5]([C:13]2[N:17]=[CH:16][N:15]([CH2:25][CH3:26])[N:14]=2)[O:4]1. Given the reactants [CH3:1][O:2][C@H:3]1[C@@H:7]2[O:8][C:9]([CH3:12])([CH3:11])[O:10][C@@H:6]2[C@@H:5]([C:13]2[NH:17][CH:16]=[N:15][N:14]=2)[O:4]1.C(=O)([O-])[O-].[K+].[K+].I[CH2:25][CH3:26], predict the reaction product. (4) The product is: [CH2:37]([O:41][C:42]1[N:50]=[C:49]2[C:45]([N:46]=[C:47]([O:58][CH3:59])[N:48]2[CH2:51][CH2:52][CH2:53][CH2:54][CH2:55][CH2:56][N:68]2[CH2:69][CH2:70][N:65]([C:62]([CH3:64])([CH3:63])[CH3:61])[CH2:66][CH2:67]2)=[C:44]([NH2:60])[N:43]=1)[CH2:38][CH2:39][CH3:40]. Given the reactants NC1N=C(OCCCC)N=C2C=1N=C(OC)N2CCCCCCN1CCN(C(OC(C)(C)C)=O)CC1.[CH2:37]([O:41][C:42]1[N:50]=[C:49]2[C:45]([N:46]=[C:47]([O:58][CH3:59])[N:48]2[CH2:51][CH2:52][CH2:53][CH2:54][CH2:55][CH2:56]Cl)=[C:44]([NH2:60])[N:43]=1)[CH2:38][CH2:39][CH3:40].[CH3:61][C:62]([N:65]1[CH2:70][CH2:69][NH:68][CH2:67][CH2:66]1)([CH3:64])[CH3:63], predict the reaction product. (5) Given the reactants [C:1]1([C:15]2[CH:20]=[CH:19][CH:18]=[CH:17][CH:16]=2)[CH:6]=[CH:5][CH:4]=[C:3]([O:7][CH2:8][C@H:9]2[O:14][CH2:13][CH2:12][NH:11][CH2:10]2)[CH:2]=1.C(N(CC)CC)C.[Cl:28][C:29]1[CH:30]=[C:31]2[C:35](=[CH:36][CH:37]=1)[N:34]([S:38]([C:41]1[CH:46]=[CH:45][CH:44]=[CH:43][CH:42]=1)(=[O:40])=[O:39])[C:33]([C:47]([O:49][CH2:50][CH3:51])=[O:48])=[C:32]2[S:52](Cl)(=[O:54])=[O:53], predict the reaction product. The product is: [C:1]1([C:15]2[CH:20]=[CH:19][CH:18]=[CH:17][CH:16]=2)[CH:6]=[CH:5][CH:4]=[C:3]([O:7][CH2:8][C@@H:9]2[CH2:10][N:11]([S:52]([C:32]3[C:31]4[C:35](=[CH:36][CH:37]=[C:29]([Cl:28])[CH:30]=4)[N:34]([S:38]([C:41]4[CH:46]=[CH:45][CH:44]=[CH:43][CH:42]=4)(=[O:40])=[O:39])[C:33]=3[C:47]([O:49][CH2:50][CH3:51])=[O:48])(=[O:54])=[O:53])[CH2:12][CH2:13][O:14]2)[CH:2]=1. (6) Given the reactants [CH3:1][C:2]1([CH3:15])[C@@H:4]2[CH2:5][C:6]3[C:10]([C@H:3]12)=[C:9]([CH3:11])[S:8][C:7]=3[C:12](=[O:14])[CH3:13].[Br-:16].[Br-].[Br-].C1([N+](C)(C)C)C=CC=CC=1.C1([N+](C)(C)C)C=CC=CC=1.C1([N+](C)(C)C)C=CC=CC=1, predict the reaction product. The product is: [Br:16][CH2:13][C:12]([C:7]1[S:8][C:9]([CH3:11])=[C:10]2[C:6]=1[CH2:5][C@H:4]1[C:2]([CH3:15])([CH3:1])[C@H:3]12)=[O:14]. (7) Given the reactants [CH:1]1([C:5]([NH:7][CH2:8][C:9](OCC)=[O:10])=O)[CH2:4][CH2:3][CH2:2]1.B#B.CO.Cl, predict the reaction product. The product is: [CH:1]1([CH2:5][NH:7][CH2:8][CH2:9][OH:10])[CH2:4][CH2:3][CH2:2]1.